Dataset: Forward reaction prediction with 1.9M reactions from USPTO patents (1976-2016). Task: Predict the product of the given reaction. (1) Given the reactants [N:1]1[C:10]2[CH:9]=[CH:8][CH:7]=[C:6]([NH2:11])[C:5]=2[CH:4]=[CH:3][N:2]=1.[F:12][C:13]([F:25])([F:24])[C:14]1[CH:23]=[CH:22][C:17]([CH2:18][N:19]=[C:20]=[O:21])=[CH:16][CH:15]=1, predict the reaction product. The product is: [N:1]1[C:10]2[C:5](=[C:6]([NH:11][C:20]([NH:19][CH2:18][C:17]3[CH:16]=[CH:15][C:14]([C:13]([F:12])([F:25])[F:24])=[CH:23][CH:22]=3)=[O:21])[CH:7]=[CH:8][CH:9]=2)[CH:4]=[CH:3][N:2]=1. (2) Given the reactants [Cl:1][C:2]1[CH:7]=[CH:6][C:5]([C:8]2[O:9][C:10]([CH:18]=[O:19])=[C:11]([CH2:13][O:14][CH2:15][O:16][CH3:17])[N:12]=2)=[CH:4][CH:3]=1.[O:20]1CCOCC1.[OH-].[Na+].Cl, predict the reaction product. The product is: [Cl:1][C:2]1[CH:3]=[CH:4][C:5]([C:8]2[O:9][C:10]([C:18]([OH:20])=[O:19])=[C:11]([CH2:13][O:14][CH2:15][O:16][CH3:17])[N:12]=2)=[CH:6][CH:7]=1. (3) Given the reactants [F:1][C:2]([F:19])([F:18])[C:3]1[CH:10]=[C:9]([NH:11][CH2:12][CH2:13][C:14]([F:17])([F:16])[F:15])[CH:8]=[CH:7][C:4]=1[C:5]#[N:6].Br[CH:21]([CH3:29])[C:22]([O:24][C:25]([CH3:28])([CH3:27])[CH3:26])=[O:23], predict the reaction product. The product is: [C:5]([C:4]1[CH:7]=[CH:8][C:9]([N:11]([CH2:12][CH2:13][C:14]([F:17])([F:16])[F:15])[C@H:21]([C:22]([O:24][C:25]([CH3:28])([CH3:27])[CH3:26])=[O:23])[CH3:29])=[CH:10][C:3]=1[C:2]([F:18])([F:19])[F:1])#[N:6]. (4) Given the reactants [Cl:1][C:2]1[CH:7]=[C:6]([O:8][CH3:9])[CH:5]=[CH:4][C:3]=1[CH3:10].[Br:11]N1C(=O)CCC1=O, predict the reaction product. The product is: [Br:11][CH2:10][C:3]1[CH:4]=[CH:5][C:6]([O:8][CH3:9])=[CH:7][C:2]=1[Cl:1].